Task: Predict the reactants needed to synthesize the given product.. Dataset: Full USPTO retrosynthesis dataset with 1.9M reactions from patents (1976-2016) (1) The reactants are: [F:1][C:2]1[CH:26]=[CH:25][C:5]2[N:6]=[C:7]([NH:15][C:16]3[CH:17]=[C:18]([CH:21]=[CH:22][C:23]=3[CH3:24])[C:19]#[N:20])[C:8]3[CH:9]=[CH:10][NH:11][C:12](=[O:14])[C:13]=3[C:4]=2[CH:3]=1.[H-].[Al+3].[Li+].[H-].[H-].[H-]. Given the product [NH2:20][CH2:19][C:18]1[CH:21]=[CH:22][C:23]([CH3:24])=[C:16]([NH:15][C:7]2[C:8]3[CH:9]=[CH:10][NH:11][C:12](=[O:14])[C:13]=3[C:4]3[CH:3]=[C:2]([F:1])[CH:26]=[CH:25][C:5]=3[N:6]=2)[CH:17]=1, predict the reactants needed to synthesize it. (2) The reactants are: [F:1][C:2]([F:25])([C:21]([F:24])([F:23])[F:22])[C:3](=O)[CH:4]=[CH:5][C:6]1[CH:7]=[C:8]([C:12]2[CH:17]=[CH:16][C:15]([S:18][CH3:19])=[CH:14][CH:13]=2)[CH:9]=[CH:10][CH:11]=1.Cl.[Cl:27][C:28]1[CH:29]=[C:30]([NH:34][NH2:35])[CH:31]=[CH:32][CH:33]=1. Given the product [Cl:27][C:28]1[CH:29]=[C:30]([N:34]2[CH:5]([C:6]3[CH:7]=[C:8]([C:12]4[CH:17]=[CH:16][C:15]([S:18][CH3:19])=[CH:14][CH:13]=4)[CH:9]=[CH:10][CH:11]=3)[CH2:4][C:3]([C:2]([F:25])([F:1])[C:21]([F:24])([F:23])[F:22])=[N:35]2)[CH:31]=[CH:32][CH:33]=1, predict the reactants needed to synthesize it. (3) The reactants are: [NH2:1][C:2]1[C:3]([OH:11])=[C:4]([CH:8]=[CH:9][CH:10]=1)[C:5]([OH:7])=[O:6].[CH:12](OC)(OC)OC. Given the product [O:11]1[C:3]2[C:4]([C:5]([OH:7])=[O:6])=[CH:8][CH:9]=[CH:10][C:2]=2[N:1]=[CH:12]1, predict the reactants needed to synthesize it. (4) Given the product [CH3:16][N:17]([CH3:35])[C:18]1[CH:19]=[CH:20][C:21]([CH2:24][N:25]([C:26]2[CH:31]=[CH:30][C:29]([CH:32]([CH3:33])[CH3:34])=[CH:28][CH:27]=2)[C:13]([CH:6]2[C:5]3[C:10](=[CH:11][CH:12]=[C:3]([O:2][CH3:1])[CH:4]=3)[O:9][CH2:8][CH2:7]2)=[O:15])=[CH:22][CH:23]=1, predict the reactants needed to synthesize it. The reactants are: [CH3:1][O:2][C:3]1[CH:4]=[C:5]2[C:10](=[CH:11][CH:12]=1)[O:9][CH2:8][CH2:7][CH:6]2[C:13]([OH:15])=O.[CH3:16][N:17]([CH3:35])[C:18]1[CH:23]=[CH:22][C:21]([CH2:24][NH:25][C:26]2[CH:31]=[CH:30][C:29]([CH:32]([CH3:34])[CH3:33])=[CH:28][CH:27]=2)=[CH:20][CH:19]=1. (5) Given the product [ClH:39].[C:1]([C:3]1[CH:4]=[C:5]2[C:9](=[CH:10][CH:11]=1)[NH:8][CH:7]=[C:6]2[CH2:12][CH2:13][CH2:14][CH2:15][N:16]1[CH2:17][CH2:18][N:19]([C:22]2[CH:23]=[CH:24][C:25]3[O:29][C:28]([C:30](=[O:32])[NH2:31])=[CH:27][C:26]=3[CH:33]=2)[CH2:20][CH2:21]1)#[N:2].[CH2:40]([OH:43])[C:42]1[CH:5]=[CH:4][CH:3]=[CH:11][CH:10]=1, predict the reactants needed to synthesize it. The reactants are: [C:1]([C:3]1[CH:4]=[C:5]2[C:9](=[CH:10][CH:11]=1)[NH:8][CH:7]=[C:6]2[CH2:12][CH2:13][CH2:14][CH2:15][N:16]1[CH2:21][CH2:20][N:19]([C:22]2[CH:23]=[CH:24][C:25]3[O:29][C:28]([C:30](=[O:32])[NH2:31])=[CH:27][C:26]=3[CH:33]=2)[CH2:18][CH2:17]1)#[N:2].CN(C=O)C.[ClH:39].[CH:40]([OH:43])([CH3:42])C.